The task is: Predict the reaction yield, written as a fraction of the theoretical maximum amount of product (1.0 means a 100% yield; for example, 0.34 means a 34% yield).. This data is from Reaction yield outcomes from USPTO patents with 853,638 reactions. (1) The reactants are N.CCO.[CH2:5]([O:7][C:8](=[O:22])/[CH:9]=[C:10](/[N:17]1CCCC1)\[CH2:11][C@@H:12]([CH3:16])/[CH:13]=[CH:14]/[CH3:15])[CH3:6]. No catalyst specified. The product is [CH2:5]([O:7][C:8](=[O:22])/[CH:9]=[C:10](\[NH2:17])/[CH2:11][C@@H:12]([CH3:16])/[CH:13]=[CH:14]/[CH3:15])[CH3:6]. The yield is 1.12. (2) No catalyst specified. The reactants are [CH2:1]([O:3][C:4]([C:6]1[CH:7]=[C:8]2[C:13](Cl)=[C:12]([C:15]#[N:16])[CH:11]=[N:10][N:9]2[CH:17]=1)=[O:5])[CH3:2].[O:18]([C:25]1[CH:30]=[CH:29][C:28]([NH2:31])=[CH:27][CH:26]=1)[C:19]1[CH:24]=[CH:23][CH:22]=[CH:21][CH:20]=1.COC(C1C(C)=C2C(NC3C=CC(OC4C=CC=CC=4OC(C(OC(C)(C)C)=O)(C)C)=CC=3)=C(C#N)C=NN2C=1)=O. The yield is 0.530. The product is [CH2:1]([O:3][C:4]([C:6]1[CH:7]=[C:8]2[C:13]([NH:31][C:28]3[CH:27]=[CH:26][C:25]([O:18][C:19]4[CH:24]=[CH:23][CH:22]=[CH:21][CH:20]=4)=[CH:30][CH:29]=3)=[C:12]([C:15]#[N:16])[CH:11]=[N:10][N:9]2[CH:17]=1)=[O:5])[CH3:2]. (3) The reactants are [C:1](=[O:4])([O-])[O-:2].[Cs+].[Cs+].[CH2:7](Br)[C:8]1[CH:13]=[CH:12][CH:11]=[CH:10][CH:9]=1.[CH3:15][OH:16]. The catalyst is C(OCC)C. The product is [CH3:7][C:8]1[CH2:13][CH2:12][CH2:11][C:15](=[O:16])[C:9]=1[CH2:10][C:1]([O:2][CH2:7][C:8]1[CH:13]=[CH:12][CH:11]=[CH:10][CH:9]=1)=[O:4]. The yield is 0.900. (4) The reactants are C1(S([N:10]2[C:18]3[C:13](=[CH:14][C:15]([C:19]4[N:23]([CH3:24])[N:22]=[C:21]([C:25]5[CH:26]=[N:27][C:28]([NH2:31])=[N:29][CH:30]=5)[CH:20]=4)=[CH:16][CH:17]=3)[CH:12]=[C:11]2[C:32]2[C:37]([F:38])=[CH:36][CH:35]=[CH:34][C:33]=2[F:39])(=O)=O)C=CC=CC=1.C([O-])([O-])=O.[Cs+].[Cs+]. The catalyst is C1COCC1.CO. The product is [F:38][C:37]1[CH:36]=[CH:35][CH:34]=[C:33]([F:39])[C:32]=1[C:11]1[NH:10][C:18]2[C:13]([CH:12]=1)=[CH:14][C:15]([C:19]1[N:23]([CH3:24])[N:22]=[C:21]([C:25]3[CH:26]=[N:27][C:28]([NH2:31])=[N:29][CH:30]=3)[CH:20]=1)=[CH:16][CH:17]=2. The yield is 0.750. (5) The reactants are C(OC(C)=O)CCC.CCCCCCC.[F:16][C:17]1[CH:18]=[CH:19][C:20]([CH3:37])=[C:21]([C:23]([CH3:36])([CH3:35])[CH2:24][C:25]([OH:34])([C:30]([F:33])([F:32])[F:31])[CH2:26][C:27]([OH:29])=[O:28])[CH:22]=1.C1C2C(=CC=CC=2)[C@@H](N)[C@H]1O. The catalyst is C(OC(C)=O)CCC.CCCCCCC. The product is [F:16][C:17]1[CH:18]=[CH:19][C:20]([CH3:37])=[C:21]([C:23]([CH3:35])([CH3:36])[CH2:24][C@:25]([OH:34])([C:30]([F:32])([F:33])[F:31])[CH2:26][C:27]([OH:29])=[O:28])[CH:22]=1. The yield is 0.454. (6) The reactants are [CH3:1][C:2]([C:4]1[CH:9]=[CH:8][C:7]([C:10](=[O:12])[CH3:11])=[CH:6][CH:5]=1)=[CH2:3].CN1C=CN=C1.[N+](=[CH:21][C:22]([O:24][CH2:25][CH3:26])=[O:23])=[N-]. The catalyst is C1(C)C=CC=CC=1. The product is [C:10]([C:7]1[CH:8]=[CH:9][C:4]([C:2]2([CH3:3])[CH2:1][CH:21]2[C:22]([O:24][CH2:25][CH3:26])=[O:23])=[CH:5][CH:6]=1)(=[O:12])[CH3:11]. The yield is 0.220.